From a dataset of Reaction yield outcomes from USPTO patents with 853,638 reactions. Predict the reaction yield, written as a fraction of the theoretical maximum amount of product (1.0 means a 100% yield; for example, 0.34 means a 34% yield). (1) The reactants are [NH:1]([C@H:8]([C:36]1[CH:41]=[CH:40][C:39]([Br:42])=[CH:38][C:37]=1[O:43][CH2:44][C:45]1[CH:50]=[CH:49][CH:48]=[CH:47][CH:46]=1)[C@@H:9]([CH2:25][CH2:26][C@@H:27]([C:29]1[CH:34]=[CH:33][C:32]([F:35])=[CH:31][CH:30]=1)[OH:28])[C:10](N1[C@@H](CC2C=CC=CC=2)COC1=O)=[O:11])C1C=CC=CC=1.O.O.O.[F-].[CH2:68]([N+]([CH2:68][CH2:69][CH2:70][CH3:71])([CH2:68][CH2:69][CH2:70][CH3:71])[CH2:68][CH2:69][CH2:70][CH3:71])[CH2:69][CH2:70][CH3:71].[C:72](O)(=O)[CH3:73].Cl. The catalyst is COC(C)(C)C.C(OCC)(=O)C.CCCCCCC.O. The product is [CH2:44]([O:43][C:37]1[CH:38]=[C:39]([Br:42])[CH:40]=[CH:41][C:36]=1[C@H:8]1[N:1]([C:68]2[CH:69]=[CH:70][CH:71]=[CH:73][CH:72]=2)[C:10](=[O:11])[C@@H:9]1[CH2:25][CH2:26][C@@H:27]([C:29]1[CH:34]=[CH:33][C:32]([F:35])=[CH:31][CH:30]=1)[OH:28])[C:45]1[CH:50]=[CH:49][CH:48]=[CH:47][CH:46]=1. The yield is 0.820. (2) The reactants are [NH2:1][CH2:2][C@@H:3]([OH:6])[CH2:4][OH:5].[CH3:7][C:8]1[CH:9]=[C:10]([C:25]2[S:29][C:28]([C:30](O)=[O:31])=[N:27][CH:26]=2)[CH:11]=[C:12]([NH:14][C:15]2[N:20]=[C:19]([C:21]([F:24])([F:23])[F:22])[CH:18]=[CH:17][N:16]=2)[CH:13]=1.C(N(CC)CC)C.F[P-](F)(F)(F)(F)F.N1(O[P+](N2CCCC2)(N2CCCC2)N2CCCC2)C2C=CC=CC=2N=N1. The catalyst is CN(C)C=O.O. The product is [OH:6][C@@H:3]([CH2:4][OH:5])[CH2:2][NH:1][C:30]([C:28]1[S:29][C:25]([C:10]2[CH:11]=[C:12]([NH:14][C:15]3[N:20]=[C:19]([C:21]([F:24])([F:22])[F:23])[CH:18]=[CH:17][N:16]=3)[CH:13]=[C:8]([CH3:7])[CH:9]=2)=[CH:26][N:27]=1)=[O:31]. The yield is 0.820. (3) The reactants are [CH3:1][C:2]1[C:6]([C:7]2[CH:8]=[C:9]([NH:13][CH:14]=[C:15]([C:21]([O:23][CH2:24][CH3:25])=[O:22])[C:16](OCC)=[O:17])[CH:10]=[CH:11][CH:12]=2)=[C:5]([CH3:26])[O:4][N:3]=1.C1(OC2C=CC=CC=2)C=CC=CC=1. No catalyst specified. The product is [CH3:1][C:2]1[C:6]([C:7]2[CH:8]=[C:9]3[C:10]([C:16]([OH:17])=[C:15]([C:21]([O:23][CH2:24][CH3:25])=[O:22])[CH:14]=[N:13]3)=[CH:11][CH:12]=2)=[C:5]([CH3:26])[O:4][N:3]=1. The yield is 0.760. (4) The yield is 0.750. The catalyst is C1COCC1. The product is [NH2:1][C@H:4]1[C@@H:9]([NH:10][C:11]([C:13]2[NH:14][C:15]([CH2:19][CH3:20])=[C:16]([Cl:18])[N:17]=2)=[O:12])[CH2:8][CH2:7][N:6]([C:21]2[S:22][C:23]3[C:29]([C:30]([O:32][CH2:33][CH3:34])=[O:31])=[CH:28][CH:27]=[CH:26][C:24]=3[N:25]=2)[CH2:5]1. The reactants are [N:1]([C@H:4]1[C@@H:9]([NH:10][C:11]([C:13]2[NH:14][C:15]([CH2:19][CH3:20])=[C:16]([Cl:18])[N:17]=2)=[O:12])[CH2:8][CH2:7][N:6]([C:21]2[S:22][C:23]3[C:29]([C:30]([O:32][CH2:33][CH3:34])=[O:31])=[CH:28][CH:27]=[CH:26][C:24]=3[N:25]=2)[CH2:5]1)=[N+]=[N-].C1(P(C2C=CC=CC=2)C2C=CC=CC=2)C=CC=CC=1.O. (5) The reactants are [C:1]([O:5][C@H:6]([CH3:11])[C:7]([O:9]C)=O)([CH3:4])([CH3:3])[CH3:2].[Cl:12][CH2:13]C([O-])=O.[Na+].C(N(CC)CC)C.C([Mg]Cl)(C)(C)C.Cl. The catalyst is C(OCC)(=O)C.C1COCC1. The product is [Cl:12][CH2:13][C:7](=[O:9])[C@H:6]([O:5][C:1]([CH3:2])([CH3:3])[CH3:4])[CH3:11]. The yield is 0.800. (6) The reactants are [NH2:1][C:2]1[CH:7]=[C:6]([F:8])[CH:5]=[CH:4][C:3]=1[SH:9].Br[CH2:11][C:12]1[CH:17]=[CH:16][CH:15]=[C:14]([N+:18]([O-:20])=[O:19])[CH:13]=1.C([O-])([O-])=O.[K+].[K+]. The catalyst is CN(C=O)C. The product is [F:8][C:6]1[CH:5]=[CH:4][C:3]([S:9][CH2:11][C:12]2[CH:17]=[CH:16][CH:15]=[C:14]([N+:18]([O-:20])=[O:19])[CH:13]=2)=[C:2]([CH:7]=1)[NH2:1]. The yield is 0.970. (7) The reactants are [F:1][C:2]([F:36])([F:35])[C:3]1[CH:4]=[C:5]([C:13]([CH3:34])([CH3:33])[C:14]([N:16]([C:18]2[CH:19]=[N:20][C:21](Cl)=[CH:22][C:23]=2[C:24]2[CH:29]=[CH:28][C:27]([F:30])=[CH:26][C:25]=2[CH3:31])[CH3:17])=[O:15])[CH:6]=[C:7]([C:9]([F:12])([F:11])[F:10])[CH:8]=1.[NH:37]1[CH2:43][CH2:42][CH2:41][C@H:38]1[CH2:39][OH:40].[OH-].[Na+]. The catalyst is [Br-].C([N+](C)(C)C)CCCCCCCCCCCCCCC.CC(C)([P](C(C)(C)C)([Pd][P](C(C)(C)C)(C(C)(C)C)C(C)(C)C)C(C)(C)C)C.C1(C)C=CC=CC=1. The product is [F:1][C:2]([F:36])([F:35])[C:3]1[CH:4]=[C:5]([C:13]([CH3:34])([CH3:33])[C:14]([N:16]([C:18]2[CH:19]=[N:20][C:21]([O:40][CH2:39][C@@H:38]3[CH2:41][CH2:42][CH2:43][NH:37]3)=[CH:22][C:23]=2[C:24]2[CH:29]=[CH:28][C:27]([F:30])=[CH:26][C:25]=2[CH3:31])[CH3:17])=[O:15])[CH:6]=[C:7]([C:9]([F:12])([F:11])[F:10])[CH:8]=1. The yield is 0.200. (8) The reactants are [OH:1][CH2:2][C:3]1[CH:8]=[CH:7][C:6]([CH2:9][CH2:10][C:11]2[N:16]=[CH:15][C:14]([N:17]3[CH2:22][CH2:21][N:20]([C:23](OC(C)(C)C)=[O:24])[CH2:19][CH2:18]3)=[CH:13][CH:12]=2)=[CH:5][CH:4]=1.F[C:31](F)(F)C(O)=O.C(OC(=O)C)(=O)C.C(N(CC)CC)C. The catalyst is ClCCl.O1CCCC1. The product is [C:23]([N:20]1[CH2:21][CH2:22][N:17]([C:14]2[CH:13]=[CH:12][C:11]([CH2:10][CH2:9][C:6]3[CH:7]=[CH:8][C:3]([CH2:2][OH:1])=[CH:4][CH:5]=3)=[N:16][CH:15]=2)[CH2:18][CH2:19]1)(=[O:24])[CH3:31]. The yield is 0.668.